This data is from Full USPTO retrosynthesis dataset with 1.9M reactions from patents (1976-2016). The task is: Predict the reactants needed to synthesize the given product. (1) Given the product [CH3:1][C:2]1[CH:3]=[C:4]([NH:9][C:10]2[N:15]=[C:14]([C:16]3[S:17][CH:18]=[C:19]([CH:21]=[O:22])[N:20]=3)[CH:13]=[CH:12][N:11]=2)[CH:5]=[C:6]([CH3:8])[CH:7]=1, predict the reactants needed to synthesize it. The reactants are: [CH3:1][C:2]1[CH:3]=[C:4]([NH:9][C:10]2[N:15]=[C:14]([C:16]3[S:17][CH:18]=[C:19]([CH2:21][OH:22])[N:20]=3)[CH:13]=[CH:12][N:11]=2)[CH:5]=[C:6]([CH3:8])[CH:7]=1.C(O)(C)(C)C.CC(OI1(OC(C)=O)(OC(C)=O)OC(=O)C2C=CC=CC1=2)=O. (2) Given the product [F:1][C:2]1[C:7]([O:8][CH3:9])=[CH:6][CH:5]=[CH:4][C:3]=1[C:10]1[C:11](=[O:40])[N:12]([CH2:30][C@H:31]([C:34]2[CH:39]=[CH:38][CH:37]=[CH:36][CH:35]=2)[CH2:32][N:53]2[CH2:58][CH2:57][NH:56][CH2:55][CH2:54]2)[C:13](=[O:29])[N:14]([CH2:17][C:18]2[C:23]([S:24]([CH3:27])(=[O:25])=[O:26])=[CH:22][CH:21]=[CH:20][C:19]=2[F:28])[C:15]=1[CH3:16], predict the reactants needed to synthesize it. The reactants are: [F:1][C:2]1[C:7]([O:8][CH3:9])=[CH:6][CH:5]=[CH:4][C:3]=1[C:10]1[C:11](=[O:40])[N:12]([CH2:30][C@@H:31]([C:34]2[CH:39]=[CH:38][CH:37]=[CH:36][CH:35]=2)[CH2:32]O)[C:13](=[O:29])[N:14]([CH2:17][C:18]2[C:23]([S:24]([CH3:27])(=[O:26])=[O:25])=[CH:22][CH:21]=[CH:20][C:19]=2[F:28])[C:15]=1[CH3:16].C(N(CC)CC)C.CS(Cl)(=O)=O.[NH:53]1[CH2:58][CH2:57][NH:56][CH2:55][CH2:54]1. (3) Given the product [CH3:27][CH:11]1[CH:10]([CH2:9][O:8][CH2:7][CH2:6][CH2:5][CH2:4][CH2:3][CH2:2][O:15][C:16]2[CH:17]=[CH:18][C:19]([C:20]([O:22][CH2:23][CH3:24])=[O:21])=[CH:25][CH:26]=2)[CH2:13][O:12]1, predict the reactants needed to synthesize it. The reactants are: Br[CH2:2][CH2:3][CH2:4][CH2:5][CH2:6][CH2:7][O:8][CH2:9][C:10]1(C)[CH2:13][O:12][CH2:11]1.[OH:15][C:16]1[CH:26]=[CH:25][C:19]([C:20]([O:22][CH2:23][CH3:24])=[O:21])=[CH:18][CH:17]=1.[C:27](=O)([O-])[O-].[K+].[K+].CN(C)C=O. (4) Given the product [F:18][C:15]([CH3:17])([CH3:16])[CH2:14][N:11]1[CH2:12][CH2:13][CH:8]([CH2:7][O:6][C:5]2[CH:19]=[CH:20][C:2]([C:28]3[CH:29]=[CH:30][C:25]([C:23]([O:22][CH3:21])=[O:24])=[CH:26][CH:27]=3)=[CH:3][CH:4]=2)[CH2:9][CH2:10]1, predict the reactants needed to synthesize it. The reactants are: Br[C:2]1[CH:20]=[CH:19][C:5]([O:6][CH2:7][CH:8]2[CH2:13][CH2:12][N:11]([CH2:14][C:15]([F:18])([CH3:17])[CH3:16])[CH2:10][CH2:9]2)=[CH:4][CH:3]=1.[CH3:21][O:22][C:23]([C:25]1[CH:30]=[CH:29][C:28](B(O)O)=[CH:27][CH:26]=1)=[O:24].C([O-])([O-])=O.[Cs+].[Cs+]. (5) Given the product [Br:1][C:2]1[CH:3]=[C:4]2[C@:15]3([CH2:19][O:18][C:17]([NH2:20])=[N:16]3)[C:14]3[C:9](=[CH:10][CH:11]=[C:12]([C:28]4[C:23]([F:22])=[N:24][CH:25]=[CH:26][CH:27]=4)[CH:13]=3)[O:8][C:5]2=[N:6][CH:7]=1, predict the reactants needed to synthesize it. The reactants are: [Br:1][C:2]1[CH:3]=[C:4]2[C@:15]3([CH2:19][O:18][C:17]([NH2:20])=[N:16]3)[C:14]3[C:9](=[CH:10][CH:11]=[C:12](I)[CH:13]=3)[O:8][C:5]2=[N:6][CH:7]=1.[F:22][C:23]1[C:28](B(O)O)=[CH:27][CH:26]=[CH:25][N:24]=1.C(=O)([O-])[O-].[K+].[K+]. (6) Given the product [CH3:7][C:5]1[N:6]=[C:2]([C:19]2[C:20]([O:22][CH3:23])=[N:21][C:16]([O:15][CH3:14])=[N:17][CH:18]=2)[S:3][C:4]=1[CH3:8], predict the reactants needed to synthesize it. The reactants are: I[C:2]1[S:3][C:4]([CH3:8])=[C:5]([CH3:7])[N:6]=1.C(=O)(O)[O-].[Na+].[CH3:14][O:15][C:16]1[N:21]=[C:20]([O:22][CH3:23])[C:19](B(O)O)=[CH:18][N:17]=1. (7) Given the product [CH:1]([C:3]1[CH:7]=[CH:6][S:5][C:4]=1[CH2:8][CH2:9][C:10]([O:12][C:13]([CH3:16])([CH3:15])[CH3:14])=[O:11])=[O:2], predict the reactants needed to synthesize it. The reactants are: [CH:1]([C:3]1[CH:7]=[CH:6][S:5][C:4]=1/[CH:8]=[CH:9]/[C:10]([O:12][C:13]([CH3:16])([CH3:15])[CH3:14])=[O:11])=[O:2].